This data is from Peptide-MHC class I binding affinity with 185,985 pairs from IEDB/IMGT. The task is: Regression. Given a peptide amino acid sequence and an MHC pseudo amino acid sequence, predict their binding affinity value. This is MHC class I binding data. (1) The peptide sequence is LSPMGCRV. The MHC is Mamu-A01 with pseudo-sequence Mamu-A01. The binding affinity (normalized) is 0.847. (2) The peptide sequence is DRQAGFLGL. The MHC is Mamu-B03 with pseudo-sequence Mamu-B03. The binding affinity (normalized) is 0.484.